This data is from Forward reaction prediction with 1.9M reactions from USPTO patents (1976-2016). The task is: Predict the product of the given reaction. (1) Given the reactants [NH2:1][C:2]1[S:3][CH:4]=[C:5]2[C:10]=1[C:9](=[O:11])[N:8]([C:12]1[CH:17]=[CH:16][C:15](Cl)=[CH:14][CH:13]=1)[N:7]=[C:6]2[C:19]([O:21][CH2:22][CH3:23])=[O:20], predict the reaction product. The product is: [NH2:1][C:2]1[S:3][CH:4]=[C:5]2[C:10]=1[C:9](=[O:11])[N:8]([C:12]1[CH:17]=[CH:16][CH:15]=[C:14]([C:19]([O:21][CH2:22][CH3:23])=[O:20])[CH:13]=1)[N:7]=[C:6]2[C:19]([O:21][CH2:22][CH3:23])=[O:20]. (2) Given the reactants [CH2:1]([C:8]1[N:13]=[C:12]([Cl:14])[N:11]=[C:10](Cl)[CH:9]=1)[C:2]1[CH:7]=[CH:6][CH:5]=[CH:4][CH:3]=1, predict the reaction product. The product is: [CH2:1]([C:8]1[CH:9]=[CH:10][N:11]=[C:12]([Cl:14])[N:13]=1)[C:2]1[CH:3]=[CH:4][CH:5]=[CH:6][CH:7]=1. (3) Given the reactants Br[C:2]1[CH:7]=[CH:6][C:5]([CH:8]([O:17][CH2:18][CH3:19])[CH2:9][CH:10]([O:14][CH2:15][CH3:16])[O:11][CH2:12][CH3:13])=[CH:4][N:3]=1.[F:20][C:21]([F:31])([F:30])[C:22]1[CH:29]=[CH:28][C:25]([CH2:26][NH2:27])=[CH:24][CH:23]=1.CC(C)([O-])C.[K+].O, predict the reaction product. The product is: [CH2:18]([O:17][CH:8]([C:5]1[CH:6]=[CH:7][C:2]([NH:27][CH2:26][C:25]2[CH:24]=[CH:23][C:22]([C:21]([F:20])([F:30])[F:31])=[CH:29][CH:28]=2)=[N:3][CH:4]=1)[CH2:9][CH:10]([O:14][CH2:15][CH3:16])[O:11][CH2:12][CH3:13])[CH3:19]. (4) Given the reactants [Br:1][C:2]1[CH:3]=[C:4](NC2N=CC(N3CCN(C(OC(C)(C)C)=O)CC3)=CC=2)[C:5](=[O:9])[N:6]([CH3:8])[CH:7]=1.[NH2:30][C:31]1[N:36]=[CH:35][C:34]([N:37]2[C@@H:42]([CH3:43])[CH2:41][N:40]([C:44]([O:46][C:47]([CH3:50])([CH3:49])[CH3:48])=[O:45])[C@H:39]([CH3:51])[CH2:38]2)=[CH:33][CH:32]=1.BrC1C(=O)N(C)C=C(Br)C=1, predict the reaction product. The product is: [Br:1][C:2]1[CH:3]=[C:4]([NH:30][C:31]2[N:36]=[CH:35][C:34]([N:37]3[C@@H:42]([CH3:43])[CH2:41][N:40]([C:44]([O:46][C:47]([CH3:49])([CH3:48])[CH3:50])=[O:45])[C@H:39]([CH3:51])[CH2:38]3)=[CH:33][CH:32]=2)[C:5](=[O:9])[N:6]([CH3:8])[CH:7]=1. (5) Given the reactants [N+:1]([C:4]1[CH:9]=[CH:8][C:7]([S:10]([N:13]2[CH2:18][CH2:17][O:16][CH2:15][CH2:14]2)(=[O:12])=[O:11])=[CH:6][CH:5]=1)([O-])=O.[Cl-].[NH4+], predict the reaction product. The product is: [N:13]1([S:10]([C:7]2[CH:6]=[CH:5][C:4]([NH2:1])=[CH:9][CH:8]=2)(=[O:12])=[O:11])[CH2:14][CH2:15][O:16][CH2:17][CH2:18]1. (6) Given the reactants [CH:1]1([N:7]([C@H:21]2[CH2:26][CH2:25][C@H:24]([CH2:27]OC3C=CC=CC=3)[CH2:23][CH2:22]2)[C:8](=[O:20])[NH:9][C:10]2[S:11][C:12]([S:15][CH2:16][C:17]([OH:19])=[O:18])=[CH:13][N:14]=2)[CH2:6][CH2:5][CH2:4][CH2:3][CH2:2]1.C1(N[C@H]2CC[C@H]([CH2:49][O:50][C:51]3[CH:56]=[CH:55][C:54]([O:57][CH3:58])=[CH:53][CH:52]=3)CC2)CCCCCC1.C(OC(=O)CSC1SC(N)=NC=1)C, predict the reaction product. The product is: [CH:21]1([N:7]([C@H:1]2[CH2:2][CH2:3][C@H:4]([CH2:49][O:50][C:51]3[CH:56]=[CH:55][C:54]([O:57][CH3:58])=[CH:53][CH:52]=3)[CH2:5][CH2:6]2)[C:8](=[O:20])[NH:9][C:10]2[S:11][C:12]([S:15][CH2:16][C:17]([OH:19])=[O:18])=[CH:13][N:14]=2)[CH2:22][CH2:23][CH2:24][CH2:27][CH2:25][CH2:26]1. (7) Given the reactants Cl.Cl.[CH2:3]([CH:6]1[C:11]2[N:12]=[CH:13][NH:14][C:10]=2[CH2:9][CH2:8][NH:7]1)[CH2:4][CH3:5].C([O-])([O-])=O.[K+].[K+].Cl[C:22]([O:24][CH2:25][C:26]([Cl:29])([Cl:28])[Cl:27])=[O:23].[OH-].[Na+].Cl, predict the reaction product. The product is: [CH2:3]([CH:6]1[C:11]2[N:12]=[CH:13][NH:14][C:10]=2[CH2:9][CH2:8][N:7]1[C:22]([O:24][CH2:25][C:26]([Cl:29])([Cl:28])[Cl:27])=[O:23])[CH2:4][CH3:5]. (8) Given the reactants [C:1]([O:5][C:6](=[O:26])[NH:7][C:8]1[CH:13]=[C:12]([NH:14][CH2:15][CH:16]([CH3:18])[CH3:17])[C:11]([C:19]([F:22])([F:21])[F:20])=[CH:10][C:9]=1[N+:23]([O-])=O)([CH3:4])([CH3:3])[CH3:2], predict the reaction product. The product is: [C:1]([O:5][C:6](=[O:26])[NH:7][C:8]1[CH:13]=[C:12]([NH:14][CH2:15][CH:16]([CH3:17])[CH3:18])[C:11]([C:19]([F:22])([F:21])[F:20])=[CH:10][C:9]=1[NH2:23])([CH3:3])([CH3:4])[CH3:2].